This data is from Catalyst prediction with 721,799 reactions and 888 catalyst types from USPTO. The task is: Predict which catalyst facilitates the given reaction. (1) Reactant: [C:1]([C:4]1[C:22](=[O:23])[C@@:8]2([CH3:24])[C:9]3[C:15]([OH:16])=[CH:14][C:13]([O:17][CH3:18])=[C:12]([C:19]([NH2:21])=[O:20])[C:10]=3[O:11][C:7]2=[CH:6][C:5]=1[OH:25])(=[O:3])[CH3:2].[Cl:26][C:27]1[CH:34]=[CH:33][C:30]([CH:31]=O)=[CH:29][CH:28]=1.C([SiH](CC)CC)C.FC(F)(F)C(O)=O. Product: [C:1]([C:4]1[C:22](=[O:23])[C@@:8]2([CH3:24])[C:9]3[C:15]([OH:16])=[CH:14][C:13]([O:17][CH3:18])=[C:12]([C:19]([NH:21][CH2:31][C:30]4[CH:33]=[CH:34][C:27]([Cl:26])=[CH:28][CH:29]=4)=[O:20])[C:10]=3[O:11][C:7]2=[CH:6][C:5]=1[OH:25])(=[O:3])[CH3:2]. The catalyst class is: 11. (2) Reactant: [Cl:1][C:2]1[C:3]([F:38])=[C:4]([CH:35]=[CH:36][CH:37]=1)[C:5]([N:7]1[CH2:12][CH2:11][C:10]([CH2:14][C:15]2[CH:20]=[CH:19][CH:18]=[C:17]([NH:21][C:22]3[CH:26]=[CH:25][N:24](COCC[Si](C)(C)C)[N:23]=3)[N:16]=2)([OH:13])[CH2:9][CH2:8]1)=[O:6]. Product: [ClH:1].[Cl:1][C:2]1[C:3]([F:38])=[C:4]([CH:35]=[CH:36][CH:37]=1)[C:5]([N:7]1[CH2:8][CH2:9][C:10]([CH2:14][C:15]2[CH:20]=[CH:19][CH:18]=[C:17]([NH:21][C:22]3[CH:26]=[CH:25][NH:24][N:23]=3)[N:16]=2)([OH:13])[CH2:11][CH2:12]1)=[O:6]. The catalyst class is: 574. (3) Product: [Cl:8][C:9]1[CH:14]=[CH:13][C:12](/[CH:15]=[CH:16]/[CH:17]2[CH2:22][CH2:21][N:20]([C:23](=[O:31])[CH2:24][N:25]3[CH2:26][CH2:27][N:28]([C:33]([C:34]4[CH:35]=[N:36][CH:37]=[CH:38][CH:39]=4)=[O:40])[CH2:29][CH2:30]3)[CH2:19][CH2:18]2)=[CH:11][CH:10]=1. The catalyst class is: 66. Reactant: CN(C)C=O.Cl.Cl.[Cl:8][C:9]1[CH:14]=[CH:13][C:12](/[CH:15]=[CH:16]/[CH:17]2[CH2:22][CH2:21][N:20]([C:23](=[O:31])[CH2:24][N:25]3[CH2:30][CH2:29][NH:28][CH2:27][CH2:26]3)[CH2:19][CH2:18]2)=[CH:11][CH:10]=1.Cl.[C:33](Cl)(=[O:40])[C:34]1[CH:39]=[CH:38][CH:37]=[N:36][CH:35]=1.C(=O)([O-])[O-].[K+].[K+]. (4) Reactant: Br[CH2:2][C:3]([C:5]1[CH:10]=[CH:9][C:8]([OH:11])=[CH:7][CH:6]=1)=O.[NH2:12][C:13]1[CH:18]=[CH:17][CH:16]=[CH:15][N:14]=1.C(=O)([O-])O.[Na+]. Product: [OH:11][C:8]1[CH:9]=[CH:10][C:5]([C:3]2[N:12]=[C:13]3[CH:18]=[CH:17][CH:16]=[CH:15][N:14]3[CH:2]=2)=[CH:6][CH:7]=1. The catalyst class is: 10.